This data is from Reaction yield outcomes from USPTO patents with 853,638 reactions. The task is: Predict the reaction yield, written as a fraction of the theoretical maximum amount of product (1.0 means a 100% yield; for example, 0.34 means a 34% yield). (1) The reactants are [N:1]([C:4]([CH3:18])([CH3:17])[CH2:5][C:6]([N:8]([CH2:13][CH2:14][CH2:15][CH3:16])[CH2:9][CH2:10][CH2:11][CH3:12])=O)=[N+]=[N-].[H-].[H-].[H-].[H-].[Li+].[Al+3]. The catalyst is C1COCC1. The product is [CH2:9]([N:8]([CH2:13][CH2:14][CH2:15][CH3:16])[CH2:6][CH2:5][C:4]([CH3:18])([NH2:1])[CH3:17])[CH2:10][CH2:11][CH3:12]. The yield is 0.769. (2) The reactants are C(N1C2C(=CC(N[C:18]([NH:20][C:21]3[CH:26]=[CH:25][CH:24]=[CH:23][C:22]=3[O:27][CH3:28])=[O:19])=CC=2)C(=O)N1)C1C=CC=CC=1.C(N1C2C(=CC([N+]([O-])=O)=CC=2)C(=O)N1)C1C=CC=CC=1. No catalyst specified. The product is [CH3:28][O:27][C:22]1[CH:23]=[CH:24][CH:25]=[CH:26][C:21]=1[N:20]=[C:18]=[O:19]. The yield is 0.480. (3) The reactants are [S:1]1[C:10]2[CH2:9][CH2:8][C:7]3[CH:11]=[CH:12][CH:13]=[CH:14][C:6]=3[C:5](=O)[C:4]=2[CH:3]=[CH:2]1.[CH3:16][C:17]1[CH:18]=[C:19]([CH:23]=[C:24]([CH3:26])[CH:25]=1)[CH2:20][Mg]Br. The catalyst is C1COCC1. The product is [CH3:16][C:17]1[CH:25]=[C:24]([CH:23]=[C:19]([CH3:20])[CH:18]=1)[CH:26]=[C:5]1[C:6]2[CH:14]=[CH:13][CH:12]=[CH:11][C:7]=2[CH2:8][CH2:9][C:10]2[S:1][CH:2]=[CH:3][C:4]1=2. The yield is 0.570. (4) The reactants are C[O:2][C:3](=[O:33])[CH2:4][CH2:5][C:6]1[CH:11]=[CH:10][C:9]([O:12][CH2:13][CH2:14][C@@H:15]([O:17][C:18]2[C:23]([O:24][C:25]3[CH:30]=[CH:29][CH:28]=[CH:27][CH:26]=3)=[CH:22][C:21]([Cl:31])=[CH:20][N:19]=2)[CH3:16])=[CH:8][C:7]=1[CH3:32]. The catalyst is CO. The product is [Cl:31][C:21]1[CH:22]=[C:23]([O:24][C:25]2[CH:26]=[CH:27][CH:28]=[CH:29][CH:30]=2)[C:18]([O:17][C@@H:15]([CH3:16])[CH2:14][CH2:13][O:12][C:9]2[CH:10]=[CH:11][C:6]([CH2:5][CH2:4][C:3]([OH:33])=[O:2])=[C:7]([CH3:32])[CH:8]=2)=[N:19][CH:20]=1. The yield is 0.950.